Regression/Classification. Given a drug SMILES string, predict its absorption, distribution, metabolism, or excretion properties. Task type varies by dataset: regression for continuous measurements (e.g., permeability, clearance, half-life) or binary classification for categorical outcomes (e.g., BBB penetration, CYP inhibition). Dataset: cyp1a2_veith. From a dataset of CYP1A2 inhibition data for predicting drug metabolism from PubChem BioAssay. The molecule is N[C@@H](Cn1ccc(=O)n(Cc2ccccc2C(=O)O)c1=O)C(=O)O. The result is 0 (non-inhibitor).